Dataset: Catalyst prediction with 721,799 reactions and 888 catalyst types from USPTO. Task: Predict which catalyst facilitates the given reaction. (1) Reactant: [C:1]([O:5][C:6](=[O:24])[NH:7][C@H:8]([CH2:14][C:15]1[CH:20]=[C:19]([F:21])[C:18]([F:22])=[CH:17][C:16]=1[F:23])[CH2:9][C:10]([NH:12][NH2:13])=[O:11])([CH3:4])([CH3:3])[CH3:2].[F:25][C:26]([F:38])([F:37])[C:27]1[N:31]2[CH2:32][CH2:33][NH:34][C:35](=S)[C:30]2=[N:29][N:28]=1.CO. Product: [C:1]([O:5][C:6](=[O:24])[NH:7][C@H:8]([CH2:14][C:15]1[CH:20]=[C:19]([F:21])[C:18]([F:22])=[CH:17][C:16]=1[F:23])[CH2:9][C:10](=[O:11])[NH:12][NH:13][C:35]1[C:30]2[N:31]([C:27]([C:26]([F:38])([F:37])[F:25])=[N:28][N:29]=2)[CH2:32][CH2:33][N:34]=1)([CH3:4])([CH3:2])[CH3:3]. The catalyst class is: 27. (2) Reactant: [CH2:1]([S:8][C:9]1[C:14]([CH3:15])=[CH:13][C:12]([N+:16]([O-])=O)=[CH:11][N:10]=1)[C:2]1[CH:7]=[CH:6][CH:5]=[CH:4][CH:3]=1.Cl. Product: [CH2:1]([S:8][C:9]1[N:10]=[CH:11][C:12]([NH2:16])=[CH:13][C:14]=1[CH3:15])[C:2]1[CH:3]=[CH:4][CH:5]=[CH:6][CH:7]=1. The catalyst class is: 190. (3) Reactant: [Cl:1][C:2]1[N:7]=[C:6]([NH2:8])[C:5]([CH3:9])=[CH:4][N:3]=1.[NH2:10][C@@H:11]1[CH2:16][CH2:15][C@H:14]([CH2:17][NH:18][C:19](=[O:34])[C:20]2[CH:25]=[C:24]([C:26]([F:29])([F:28])[F:27])[CH:23]=[C:22]([C:30]([F:33])([F:32])[F:31])[CH:21]=2)[CH2:13][CH2:12]1.CCN(C(C)C)C(C)C. Product: [ClH:1].[NH2:8][C:6]1[C:5]([CH3:9])=[CH:4][N:3]=[C:2]([NH:10][C@@H:11]2[CH2:12][CH2:13][C@H:14]([CH2:17][NH:18][C:19](=[O:34])[C:20]3[CH:25]=[C:24]([C:26]([F:28])([F:29])[F:27])[CH:23]=[C:22]([C:30]([F:31])([F:32])[F:33])[CH:21]=3)[CH2:15][CH2:16]2)[N:7]=1. The catalyst class is: 41. (4) Reactant: Cl.[CH3:2][O:3][C:4](=[O:23])[C@H:5]([CH2:7][C:8]1[CH:13]=[CH:12][C:11]([C:14]2[C:15](=[O:22])[N:16]([CH3:21])[CH:17]=[C:18]([Cl:20])[CH:19]=2)=[CH:10][CH:9]=1)[NH2:6].[CH3:24][O:25][CH2:26][CH2:27][C:28]1([C:33](O)=[O:34])[CH2:32][CH2:31][CH2:30][CH2:29]1.CCN(C(C)C)C(C)C.CN(C(ON1N=NC2C=CC=CC1=2)=[N+](C)C)C.F[P-](F)(F)(F)(F)F. Product: [CH3:2][O:3][C:4](=[O:23])[C@H:5]([CH2:7][C:8]1[CH:9]=[CH:10][C:11]([C:14]2[C:15](=[O:22])[N:16]([CH3:21])[CH:17]=[C:18]([Cl:20])[CH:19]=2)=[CH:12][CH:13]=1)[NH:6][C:33]([C:28]1([CH2:27][CH2:26][O:25][CH3:24])[CH2:32][CH2:31][CH2:30][CH2:29]1)=[O:34]. The catalyst class is: 3. (5) Reactant: C(OC[N:9]1[C:13]2[N:14]=[C:15]([NH:30][C:31]3[CH:36]=[CH:35][C:34]([N:37]4[CH2:42][CH2:41][N:40]([CH2:43][CH2:44][O:45][CH3:46])[CH2:39][CH2:38]4)=[CH:33][CH:32]=3)[N:16]=[C:17]([O:18][C:19]3[CH:24]=[CH:23][CH:22]=[C:21]([NH:25][C:26](=[O:29])[CH:27]=[CH2:28])[CH:20]=3)[C:12]=2[CH:11]=[CH:10]1)(=O)C(C)(C)C.CO.C1COCC1.[OH-].[Na+]. Product: [CH3:46][O:45][CH2:44][CH2:43][N:40]1[CH2:41][CH2:42][N:37]([C:34]2[CH:33]=[CH:32][C:31]([NH:30][C:15]3[N:16]=[C:17]([O:18][C:19]4[CH:20]=[C:21]([NH:25][C:26](=[O:29])[CH:27]=[CH2:28])[CH:22]=[CH:23][CH:24]=4)[C:12]4[CH:11]=[CH:10][NH:9][C:13]=4[N:14]=3)=[CH:36][CH:35]=2)[CH2:38][CH2:39]1. The catalyst class is: 6. (6) Reactant: [OH:1][CH2:2][C:3]1[CH:8]=[CH:7][C:6]([CH:9]([C:19]([NH:21][C:22]2[CH:23]=[C:24]3[C:29](=[CH:30][CH:31]=2)[CH:28]=[N:27][CH:26]=[CH:25]3)=[O:20])[CH2:10][NH:11][C:12](=[O:18])[O:13][C:14]([CH3:17])([CH3:16])[CH3:15])=[CH:5][CH:4]=1.[CH3:32][C:33]1[CH:41]=[CH:40][CH:39]=[CH:38][C:34]=1[C:35](Cl)=[O:36].C([O-])(O)=O.[Na+]. Product: [CH3:32][C:33]1[CH:41]=[CH:40][CH:39]=[CH:38][C:34]=1[C:35]([O:1][CH2:2][C:3]1[CH:4]=[CH:5][C:6]([CH:9]([CH2:10][NH:11][C:12]([O:13][C:14]([CH3:16])([CH3:17])[CH3:15])=[O:18])[C:19]([NH:21][C:22]2[CH:23]=[C:24]3[C:29](=[CH:30][CH:31]=2)[CH:28]=[N:27][CH:26]=[CH:25]3)=[O:20])=[CH:7][CH:8]=1)=[O:36]. The catalyst class is: 17. (7) Reactant: Cl.[CH2:2]([C@@:9]12[CH2:38][CH2:37][C:32]3(OCC[O:33]3)[CH2:31][C@@H:10]1[CH:11]([OH:30])[O:12][CH2:13][C:14]1[CH:19]=[C:18]([C:20]([NH:22][C:23]3[C:24]([CH3:29])=[N:25][CH:26]=[CH:27][CH:28]=3)=[O:21])[CH:17]=[CH:16][C:15]=12)[C:3]1[CH:8]=[CH:7][CH:6]=[CH:5][CH:4]=1.C([O-])(O)=O.[Na+]. Product: [CH3:29][C:24]1[C:23]([NH:22][C:20]([C:18]2[CH:17]=[CH:16][C:15]3[C@:9]4([CH2:2][C:3]5[CH:4]=[CH:5][CH:6]=[CH:7][CH:8]=5)[CH2:38][CH2:37][C:32](=[O:33])[CH2:31][C@@H:10]4[CH:11]([OH:30])[O:12][CH2:13][C:14]=3[CH:19]=2)=[O:21])=[CH:28][CH:27]=[CH:26][N:25]=1. The catalyst class is: 1.